From a dataset of Reaction yield outcomes from USPTO patents with 853,638 reactions. Predict the reaction yield, written as a fraction of the theoretical maximum amount of product (1.0 means a 100% yield; for example, 0.34 means a 34% yield). The reactants are [CH3:1][O:2][C:3](=[O:61])[NH:4][CH:5]([C:9]([N:11]1[CH2:15][CH2:14][CH2:13][CH:12]1[C:16]1[NH:17][C:18]([C:21]2[CH:26]=[CH:25][C:24]([C:27]3[CH:36]=[CH:35][C:34]4[C:29](=[CH:30][CH:31]=[C:32]([C:37]5[NH:38][C:39]([C@@H:42]6[CH2:46][CH2:45][CH2:44][N:43]6[C:47](=[O:60])[CH:48]([NH:55][C:56]([O:58][CH3:59])=[O:57])[C:49]6[CH:54]=[CH:53][CH:52]=[CH:51][CH:50]=6)=[N:40][CH:41]=5)[CH:33]=4)[CH:28]=3)=[CH:23][CH:22]=2)=[CH:19][N:20]=1)=[O:10])[CH:6]([CH3:8])[CH3:7].COC(N[C@H](C1C=CC=CC=1)C(O)=O)=O. No catalyst specified. The product is [CH3:1][O:2][C:3](=[O:61])[NH:4][CH:5]([C:9]([N:11]1[CH2:15][CH2:14][CH2:13][CH:12]1[C:16]1[NH:17][C:18]([C:21]2[CH:22]=[CH:23][C:24]([C:27]3[CH:36]=[CH:35][C:34]4[C:29](=[CH:30][CH:31]=[C:32]([C:37]5[NH:38][C:39]([CH:42]6[CH2:46][CH2:45][CH2:44][N:43]6[C:47](=[O:60])[CH:48]([NH:55][C:56]([O:58][CH3:59])=[O:57])[C:49]6[CH:54]=[CH:53][CH:52]=[CH:51][CH:50]=6)=[N:40][CH:41]=5)[CH:33]=4)[CH:28]=3)=[CH:25][CH:26]=2)=[CH:19][N:20]=1)=[O:10])[CH:6]([CH3:8])[CH3:7]. The yield is 0.580.